This data is from Reaction yield outcomes from USPTO patents with 853,638 reactions. The task is: Predict the reaction yield, written as a fraction of the theoretical maximum amount of product (1.0 means a 100% yield; for example, 0.34 means a 34% yield). (1) The reactants are C([NH:8][CH:9]1[CH2:14][CH2:13][N:12]([CH2:15][CH2:16][CH2:17][O:18][C:19]2[CH:24]=[CH:23][C:22]([F:25])=[CH:21][CH:20]=2)[CH2:11][C:10]1([F:27])[F:26])C1C=CC=CC=1. The catalyst is CO.[Pd]. The product is [F:27][C:10]1([F:26])[CH:9]([NH2:8])[CH2:14][CH2:13][N:12]([CH2:15][CH2:16][CH2:17][O:18][C:19]2[CH:20]=[CH:21][C:22]([F:25])=[CH:23][CH:24]=2)[CH2:11]1. The yield is 0.900. (2) The catalyst is CCOCC. The reactants are [O:1]1[CH2:6][CH2:5][CH2:4][C@H:3]([CH2:7][CH:8]=O)[CH2:2]1.[CH3:10][NH2:11]. The product is [O:1]1[CH2:6][CH2:5][CH2:4][C@H:3]([CH2:7]/[CH:8]=[N:11]/[CH3:10])[CH2:2]1. The yield is 0.930. (3) The reactants are S(Cl)(Cl)=O.[CH3:5][O:6][C:7]1[C:15]([O:16][CH3:17])=[C:14]([O:18][CH3:19])[CH:13]=[C:12]([CH3:20])[C:8]=1[C:9]([OH:11])=O.C1(C)C=CC=CC=1.[Cu][C:29]#[N:30]. The catalyst is C(#N)C. The product is [CH3:5][O:6][C:7]1[C:15]([O:16][CH3:17])=[C:14]([O:18][CH3:19])[CH:13]=[C:12]([CH3:20])[C:8]=1[C:9]([C:29]#[N:30])=[O:11]. The yield is 0.450. (4) The reactants are [N:1]([CH2:4][C@H:5]([CH3:26])[C@@H:6]([O:18][Si:19]([C:22]([CH3:25])([CH3:24])[CH3:23])([CH3:21])[CH3:20])[C@H:7]([NH:10][C:11](=[O:17])[O:12][C:13]([CH3:16])([CH3:15])[CH3:14])[CH2:8][OH:9])=[N+:2]=[N-:3].[CH3:27][S:28](Cl)(=[O:30])=[O:29]. The catalyst is N1C=CC=CC=1.CN(C1C=CN=CC=1)C.CCOC(C)=O. The product is [CH3:27][S:28]([O:9][CH2:8][C@@H:7]([NH:10][C:11]([O:12][C:13]([CH3:16])([CH3:14])[CH3:15])=[O:17])[C@H:6]([O:18][Si:19]([C:22]([CH3:25])([CH3:24])[CH3:23])([CH3:20])[CH3:21])[C@@H:5]([CH3:26])[CH2:4][N:1]=[N+:2]=[N-:3])(=[O:30])=[O:29]. The yield is 0.880. (5) The reactants are [CH2:1]([N:3]([CH2:33][CH3:34])[C:4]([C:6]1[CH:10]=[C:9]([C:11]2[CH:16]=[N:15][C:14]([NH:17]C(OC(C)(C)C)=O)=[CH:13][N:12]=2)[N:8]([C:25]2[N:26]=[N:27][C:28]([O:31][CH3:32])=[CH:29][CH:30]=2)[N:7]=1)=[O:5])[CH3:2].FC(F)(F)C(O)=O. No catalyst specified. The product is [CH2:33]([N:3]([CH2:1][CH3:2])[C:4]([C:6]1[CH:10]=[C:9]([C:11]2[CH:16]=[N:15][C:14]([NH2:17])=[CH:13][N:12]=2)[N:8]([C:25]2[N:26]=[N:27][C:28]([O:31][CH3:32])=[CH:29][CH:30]=2)[N:7]=1)=[O:5])[CH3:34]. The yield is 0.820. (6) The yield is 0.720. The catalyst is COCCOC.O. The product is [CH2:13]([O:12][C:10]1[CH:11]=[C:6]2[C:7]([C:22]([OH:24])=[CH:23][CH:2]=[N:5]2)=[CH:8][C:9]=1[O:20][CH3:21])[C:14]1[CH:19]=[CH:18][CH:17]=[CH:16][CH:15]=1. The reactants are [O-][CH2:2]C.[Na+].[NH2:5][C:6]1[CH:11]=[C:10]([O:12][CH2:13][C:14]2[CH:19]=[CH:18][CH:17]=[CH:16][CH:15]=2)[C:9]([O:20][CH3:21])=[CH:8][C:7]=1[C:22](=[O:24])[CH3:23].C(OCC)=O.Cl. (7) The reactants are Cl.[NH2:2][CH2:3][C:4]1[O:8][N:7]=[C:6]([CH3:9])[CH:5]=1.[Br:10][C:11]1[C:12]([NH:18][C:19]2[CH:23]=[C:22]([CH3:24])[NH:21][N:20]=2)=[N:13][C:14](Cl)=[N:15][CH:16]=1.C(N(CC)C(C)C)(C)C. The catalyst is C(O)CCC. The product is [Br:10][C:11]1[C:12]([NH:18][C:19]2[CH:23]=[C:22]([CH3:24])[NH:21][N:20]=2)=[N:13][C:14]([NH:2][CH2:3][C:4]2[O:8][N:7]=[C:6]([CH3:9])[CH:5]=2)=[N:15][CH:16]=1. The yield is 0.310. (8) The reactants are C(N(CC)CC)C.[C:8]([N:15]1[CH:19]=[CH:18][N:17]=[CH:16]1)([N:10]1[CH:14]=[CH:13]N=[CH:11]1)=[O:9].Cl.N1CC[CH:24]([O:27][C:28]2[N:33]=[CH:32][N:31]=[C:30]([N:34]3[C:42]4[C:37](=[CH:38][C:39]([S:43]([CH2:46][CH2:47][CH3:48])(=[O:45])=[O:44])=[CH:40][CH:41]=4)[CH2:36][CH2:35]3)[CH:29]=2)[CH2:23]C1. The catalyst is C1COCC1. The product is [N:15]1([C:8]([N:10]2[CH2:11][CH2:23][CH:24]([O:27][C:28]3[N:33]=[CH:32][N:31]=[C:30]([N:34]4[C:42]5[C:37](=[CH:38][C:39]([S:43]([CH2:46][CH2:47][CH3:48])(=[O:45])=[O:44])=[CH:40][CH:41]=5)[CH2:36][CH2:35]4)[CH:29]=3)[CH2:13][CH2:14]2)=[O:9])[CH:19]=[CH:18][N:17]=[CH:16]1. The yield is 0.570.